Dataset: Full USPTO retrosynthesis dataset with 1.9M reactions from patents (1976-2016). Task: Predict the reactants needed to synthesize the given product. Given the product [CH:12]1[C:21]2[C:16](=[CH:17][CH:18]=[CH:19][CH:20]=2)[CH:15]=[CH:14][C:13]=1[NH:22][C:2]1[CH:3]=[C:4]([OH:11])[CH:5]=[CH:6][C:7]=1[N+:8]([O-:10])=[O:9], predict the reactants needed to synthesize it. The reactants are: F[C:2]1[CH:3]=[C:4]([OH:11])[CH:5]=[CH:6][C:7]=1[N+:8]([O-:10])=[O:9].[CH:12]1[C:21]2[C:16](=[CH:17][CH:18]=[CH:19][CH:20]=2)[CH:15]=[CH:14][C:13]=1[NH2:22].